From a dataset of Full USPTO retrosynthesis dataset with 1.9M reactions from patents (1976-2016). Predict the reactants needed to synthesize the given product. (1) Given the product [Cl:1][C:2]1[N:7]=[CH:6][C:5]([N:8]([CH3:22])[C:9](=[O:21])[C:10]([C:13]2[CH:18]=[C:17]([O:19][CH:36]([F:43])[F:42])[CH:16]=[C:15]([Cl:20])[CH:14]=2)([CH3:11])[CH3:12])=[C:4]([C:23]2[CH:28]=[CH:27][CH:26]=[CH:25][C:24]=2[Cl:29])[CH:3]=1, predict the reactants needed to synthesize it. The reactants are: [Cl:1][C:2]1[N:7]=[CH:6][C:5]([N:8]([CH3:22])[C:9](=[O:21])[C:10]([C:13]2[CH:18]=[C:17]([OH:19])[CH:16]=[C:15]([Cl:20])[CH:14]=2)([CH3:12])[CH3:11])=[C:4]([C:23]2[CH:28]=[CH:27][CH:26]=[CH:25][C:24]=2[Cl:29])[CH:3]=1.CN(C)C=O.Cl[C:36]([F:43])([F:42])C(OCC)=O. (2) Given the product [Cl:23][C:18]1[CH:19]=[CH:20][CH:21]=[C:22]2[C:17]=1[NH:16][CH:15]=[C:14]2[CH:11]1[CH2:12][CH2:13][NH:8][CH2:9][CH2:10]1, predict the reactants needed to synthesize it. The reactants are: C(OC([N:8]1[CH2:13][CH2:12][CH:11]([C:14]2[C:22]3[C:17](=[C:18]([Cl:23])[CH:19]=[CH:20][CH:21]=3)[NH:16][CH:15]=2)[CH2:10][CH2:9]1)=O)(C)(C)C.C(O)(C(F)(F)F)=O.C(Cl)Cl. (3) Given the product [ClH:35].[N:28]1([C:33]([O:21][C:15]2[CH:16]=[C:17]([F:20])[CH:18]=[CH:19][C:14]=2/[CH:13]=[C:9]2\[C:10](=[O:12])[N:11]=[C:7]([N:1]3[CH2:6][CH2:5][CH2:4][CH2:3][NH:2]3)[S:8]\2)=[O:34])[CH2:32][CH2:31][CH2:30][CH2:29]1, predict the reactants needed to synthesize it. The reactants are: [N:1]1([C:7]2[S:8]/[C:9](=[CH:13]\[C:14]3[CH:19]=[CH:18][C:17]([F:20])=[CH:16][C:15]=3[OH:21])/[C:10](=[O:12])[N:11]=2)[CH2:6][CH2:5][CH2:4][CH2:3][NH:2]1.C([O-])([O-])=O.[K+].[K+].[N:28]1([C:33]([Cl:35])=[O:34])[CH2:32][CH2:31][CH2:30][CH2:29]1. (4) Given the product [NH2:9][C@H:8]1[C@H:2]([F:1])[CH2:3][O:4][C@H:5]([C:17]2[N:21]([CH3:22])[N:20]=[CH:19][C:18]=2[NH:23][C:39]([C:37]2[N:38]=[C:34]([C:29]3[CH:30]=[CH:31][CH:32]=[CH:33][C:28]=3[C:27]([F:43])([F:26])[F:42])[S:35][CH:36]=2)=[O:40])[CH2:6][CH2:7]1, predict the reactants needed to synthesize it. The reactants are: [F:1][C@H:2]1[C@H:8]([NH:9]C(=O)OC(C)(C)C)[CH2:7][CH2:6][C@@H:5]([C:17]2[N:21]([CH3:22])[N:20]=[CH:19][C:18]=2[N+:23]([O-])=O)[O:4][CH2:3]1.[F:26][C:27]([F:43])([F:42])[C:28]1[CH:33]=[CH:32][CH:31]=[CH:30][C:29]=1[C:34]1[S:35][CH:36]=[C:37]([C:39](O)=[O:40])[N:38]=1. (5) Given the product [F:1][C:2]1[CH:3]=[C:4]([CH:5]=[CH:6][CH:7]=1)[O:8][C:10]1[N:11]=[C:12]([OH:20])[C:13]2[CH:19]=[CH:18][N:17]=[CH:16][C:14]=2[N:15]=1, predict the reactants needed to synthesize it. The reactants are: [F:1][C:2]1[CH:3]=[C:4]([OH:8])[CH:5]=[CH:6][CH:7]=1.Cl[C:10]1[N:11]=[C:12]([OH:20])[C:13]2[CH:19]=[CH:18][N:17]=[CH:16][C:14]=2[N:15]=1. (6) Given the product [NH2:24][CH2:23][C:20]1[CH:21]=[CH:22][C:17]([C:16]#[N:8])=[CH:18][CH:19]=1, predict the reactants needed to synthesize it. The reactants are: C(OC([N:8]([CH2:16][C:17]1[CH:22]=[CH:21][C:20]([C:23]#[N:24])=[CH:19][CH:18]=1)C(OC(C)(C)C)=O)=O)(C)(C)C.FC(F)(F)C(O)=O. (7) Given the product [F:1][C:2]1[CH:3]=[C:4]([C@H:8]([N:12]2[C:20]3[C:15](=[CH:16][CH:17]=[CH:18][CH:19]=3)[C:14]3([CH2:25][CH2:24][CH2:23][CH2:22][CH2:21]3)[C:13]2=[O:26])[CH2:9][CH2:10][NH:38][CH3:39])[CH:5]=[CH:6][CH:7]=1, predict the reactants needed to synthesize it. The reactants are: [F:1][C:2]1[CH:3]=[C:4]([C@H:8]([N:12]2[C:20]3[C:15](=[CH:16][CH:17]=[CH:18][CH:19]=3)[C:14]3([CH2:25][CH2:24][CH2:23][CH2:22][CH2:21]3)[C:13]2=[O:26])[CH2:9][CH2:10]O)[CH:5]=[CH:6][CH:7]=1.C1(C)C(S(Cl)(=O)=O)=CC=CC=1.[N:38]1C=CC=C[CH:39]=1.